Task: Binary Classification. Given a drug SMILES string, predict its activity (active/inactive) in a high-throughput screening assay against a specified biological target.. Dataset: Kir2.1 potassium channel HTS with 301,493 compounds (1) The compound is Fc1c(OCc2onc(C(=O)N3CCC(OCCOC)CC3)c2)ccc(F)c1. The result is 0 (inactive). (2) The compound is Fc1ccc(Cn2c3c(c(c2)/C=N\Nc2ncc([N+]([O-])=O)cc2)cccc3)cc1. The result is 0 (inactive). (3) The molecule is O(c1c(Nc2n3nc(nc3nc(c2)C)C)cc(OC)cc1)C. The result is 0 (inactive). (4) The compound is Clc1sc(S(=O)(=O)N2CCN(C(=O)C34CC5(NC(=O)C)CC(C3)CC(C4)C5)CC2)cc1. The result is 0 (inactive). (5) The compound is n1c2c(c(nc1/N=C(/N)N)C)cccc2. The result is 0 (inactive). (6) The molecule is O=C(NCc1n(ccc1)C)Nc1cc(c(cc1)C)C. The result is 0 (inactive). (7) The drug is O(C(=O)C1CCCN(C1)C(=O)c1c2c(nc(c1)c1ccncc1)cccc2)CC. The result is 0 (inactive).